This data is from Catalyst prediction with 721,799 reactions and 888 catalyst types from USPTO. The task is: Predict which catalyst facilitates the given reaction. Reactant: [Cl:1][C:2]1[CH:3]=[C:4]([C@@H:12]([CH2:26][CH:27]2CC[CH2:29][CH2:28]2)[C:13]([NH:15][C:16]2[CH:20]=[CH:19][N:18]([CH2:21]CC(O)=O)[N:17]=2)=[O:14])[CH:5]=[CH:6][C:7]=1[S:8]([CH3:11])(=[O:10])=[O:9].[C:32](Cl)(=[O:36])[C:33](Cl)=O.NC1C=CN([CH2:44][C:45](C)([OH:47])[CH3:46])N=1.N1C(C)=CC=CC=1C. Product: [Cl:1][C:2]1[CH:3]=[C:4]([CH:12]([CH2:26][CH:27]2[CH2:33][CH2:32][O:36][CH2:29][CH2:28]2)[C:13]([NH:15][C:16]2[CH:20]=[CH:19][N:18]([CH2:21][C:45]([OH:47])([CH3:46])[CH3:44])[N:17]=2)=[O:14])[CH:5]=[CH:6][C:7]=1[S:8]([CH3:11])(=[O:9])=[O:10]. The catalyst class is: 2.